This data is from Reaction yield outcomes from USPTO patents with 853,638 reactions. The task is: Predict the reaction yield, written as a fraction of the theoretical maximum amount of product (1.0 means a 100% yield; for example, 0.34 means a 34% yield). (1) The reactants are Cl[C:2]1[C:11]2[C:6](=[CH:7][CH:8]=[C:9]([O:12][CH3:13])[CH:10]=2)[N:5]=[C:4]([C:14]2[CH:22]=[CH:21][C:17]([C:18]([OH:20])=[O:19])=[CH:16][CH:15]=2)[C:3]=1[F:23]. The catalyst is CO.[Pd]. The product is [F:23][C:3]1[C:4]([C:14]2[CH:22]=[CH:21][C:17]([C:18]([OH:20])=[O:19])=[CH:16][CH:15]=2)=[N:5][C:6]2[C:11]([CH:2]=1)=[CH:10][C:9]([O:12][CH3:13])=[CH:8][CH:7]=2. The yield is 0.660. (2) The reactants are C([O-])([O-])=O.[K+].[K+].F[C:8]1[C:16]2[CH:15]=[CH:14][S:13][C:12]=2[C:11]([C:17]#[N:18])=[CH:10][CH:9]=1.[NH2:19][C@@H:20]([C:24]([OH:26])=[O:25])[C@H:21]([CH3:23])[OH:22]. The catalyst is CS(C)=O. The product is [C:17]([C:11]1[C:12]2[S:13][CH:14]=[CH:15][C:16]=2[C:8]([NH:19][C@H:20]([C@@H:21]([OH:22])[CH3:23])[C:24]([OH:26])=[O:25])=[CH:9][CH:10]=1)#[N:18]. The yield is 0.760. (3) The reactants are FC(F)(F)C(O)=O.[CH3:8][C:9]1[CH:10]=[C:11]2[C:16](=[CH:17][CH:18]=1)[N:15]=[C:14]([NH2:19])[CH:13]=[N:12]2.C(N(CC)CC)C.[C:27](N1C=CC=CC1=O)(N1C=CC=CC1=O)=[S:28]. The catalyst is C(Cl)Cl. The product is [N:19]([C:14]1[CH:13]=[N:12][C:11]2[C:16](=[CH:17][CH:18]=[C:9]([CH3:8])[CH:10]=2)[N:15]=1)=[C:27]=[S:28]. The yield is 0.380. (4) The reactants are [Si:1]([O:18][CH2:19][C@@H:20]1[CH2:25][O:24][CH2:23][CH2:22][N:21]1[C:26]([O:28][C:29]([CH3:32])([CH3:31])[CH3:30])=[O:27])([C:14]([CH3:17])([CH3:16])[CH3:15])([C:8]1[CH:13]=[CH:12][CH:11]=[CH:10][CH:9]=1)[C:2]1[CH:7]=[CH:6][CH:5]=[CH:4][CH:3]=1.OC[C@@H]1COCCN1C(OC(C)(C)C)=O.C([Si](Cl)(C1C=CC=CC=1)C1C=CC=CC=1)(C)(C)C. No catalyst specified. The product is [Si:1]([O:18][CH2:19][C@H:20]1[CH2:25][O:24][CH2:23][CH2:22][N:21]1[C:26]([O:28][C:29]([CH3:32])([CH3:31])[CH3:30])=[O:27])([C:14]([CH3:16])([CH3:17])[CH3:15])([C:8]1[CH:9]=[CH:10][CH:11]=[CH:12][CH:13]=1)[C:2]1[CH:7]=[CH:6][CH:5]=[CH:4][CH:3]=1. The yield is 0.950. (5) The reactants are [C:1]([C:5]1[O:9][N:8]=[C:7]([NH:10][C:11](=[O:45])[NH:12][C:13]2[CH:14]=[C:15]([CH:42]=[CH:43][CH:44]=2)[O:16][C:17]2[C:26]3[C:21](=[CH:22][C:23]([O:40][CH3:41])=[C:24]([O:27][C@H:28]4[CH2:32][CH2:31][N:30](C(OC(C)(C)C)=O)[CH2:29]4)[CH:25]=3)[N:20]=[CH:19][N:18]=2)[CH:6]=1)([CH3:4])([CH3:3])[CH3:2].[ClH:46].O1CCOCC1. No catalyst specified. The product is [ClH:46].[ClH:46].[C:1]([C:5]1[O:9][N:8]=[C:7]([NH:10][C:11]([NH:12][C:13]2[CH:44]=[CH:43][CH:42]=[C:15]([O:16][C:17]3[C:26]4[C:21](=[CH:22][C:23]([O:40][CH3:41])=[C:24]([O:27][C@H:28]5[CH2:32][CH2:31][NH:30][CH2:29]5)[CH:25]=4)[N:20]=[CH:19][N:18]=3)[CH:14]=2)=[O:45])[CH:6]=1)([CH3:4])([CH3:2])[CH3:3]. The yield is 0.910.